From a dataset of Full USPTO retrosynthesis dataset with 1.9M reactions from patents (1976-2016). Predict the reactants needed to synthesize the given product. Given the product [NH2:1][C:4]1[CH:5]=[CH:6][C:7]([C:10]2[CH:11]=[C:12]([CH:18]=[CH:19][CH:20]=2)[C:13]([O:15][CH2:16][CH3:17])=[O:14])=[N:8][CH:9]=1, predict the reactants needed to synthesize it. The reactants are: [N+:1]([C:4]1[CH:5]=[CH:6][C:7]([C:10]2[CH:11]=[C:12]([CH:18]=[CH:19][CH:20]=2)[C:13]([O:15][CH2:16][CH3:17])=[O:14])=[N:8][CH:9]=1)([O-])=O.